From a dataset of Forward reaction prediction with 1.9M reactions from USPTO patents (1976-2016). Predict the product of the given reaction. (1) The product is: [NH2:7][C:8]1[CH:9]=[C:10]2[C:15](=[CH:16][CH:17]=1)[CH:14]=[C:13]([OH:18])[CH:12]=[CH:11]2. Given the reactants C(OC(=O)[NH:7][C:8]1[CH:17]=[CH:16][C:15]2[C:10](=[CH:11][CH:12]=[C:13]([O:18]C)[CH:14]=2)[CH:9]=1)(C)(C)C.Br, predict the reaction product. (2) Given the reactants [CH2:1]([O:3][C:4](=[O:29])[CH2:5][C:6]1[CH:11]=[CH:10][C:9]([NH:12][C:13]([NH:15][C:16]2[S:17][C:18](Br)=[CH:19][N:20]=2)=[O:14])=[C:8]([C:22]([CH:24]2[CH2:28][CH2:27][CH2:26][CH2:25]2)=[O:23])[CH:7]=1)[CH3:2].[NH:30]1[CH:34]=[CH:33][N:32]=[C:31]1[SH:35], predict the reaction product. The product is: [CH2:1]([O:3][C:4](=[O:29])[CH2:5][C:6]1[CH:11]=[CH:10][C:9]([NH:12][C:13]([NH:15][C:16]2[S:17][C:18]([S:35][C:31]3[NH:30][CH:34]=[CH:33][N:32]=3)=[CH:19][N:20]=2)=[O:14])=[C:8]([C:22]([CH:24]2[CH2:28][CH2:27][CH2:26][CH2:25]2)=[O:23])[CH:7]=1)[CH3:2]. (3) The product is: [CH2:1]([O:3][C:4]([C:6]1[C:7]([CH3:19])=[C:8]([C:12]([O:14][C:15]([CH3:18])([CH3:17])[CH3:16])=[O:13])[NH:9][C:10]=1[CH:11]=[O:22])=[O:5])[CH3:2]. Given the reactants [CH2:1]([O:3][C:4]([C:6]1[C:7]([CH3:19])=[C:8]([C:12]([O:14][C:15]([CH3:18])([CH3:17])[CH3:16])=[O:13])[NH:9][C:10]=1[CH3:11])=[O:5])[CH3:2].C(O)(=[O:22])C.O.[N+]([O-])([O-])=O.[Ce].[NH4+], predict the reaction product. (4) Given the reactants [CH2:1]([O:8][C:9]([NH:11][CH2:12][CH:13]1[CH2:18][CH2:17][CH:16]([C:19]([OH:21])=O)[CH2:15][CH2:14]1)=[O:10])[C:2]1[CH:7]=[CH:6][CH:5]=[CH:4][CH:3]=1.CN(C(ON1N=[N:37][C:32]2[CH:33]=[CH:34][CH:35]=[CH:36][C:31]1=2)=[N+](C)C)C.[B-](F)(F)(F)F.C1C=CC2N([OH:53])N=NC=2C=1.C(N(CC)CC)C.CN([CH:64]=[O:65])C, predict the reaction product. The product is: [CH2:1]([O:8][C:9]([NH:11][CH2:12][CH:13]1[CH2:14][CH2:15][CH:16]([C:19]([NH:37][C@H:32]([C:31]([O:65][CH3:64])=[O:53])[CH2:33][CH2:34][CH2:35][CH3:36])=[O:21])[CH2:17][CH2:18]1)=[O:10])[C:2]1[CH:3]=[CH:4][CH:5]=[CH:6][CH:7]=1.